Task: Predict the product of the given reaction.. Dataset: Forward reaction prediction with 1.9M reactions from USPTO patents (1976-2016) (1) Given the reactants [F:1][C:2]([F:21])([F:20])[C:3]1[CH:8]=[CH:7][C:6]([C:9]2[CH:10]=[C:11]3[C:16](=[CH:17][CH:18]=2)[NH:15][C:14](=[O:19])[CH2:13][CH2:12]3)=[CH:5][CH:4]=1.C(N(CC)CC)C.[C:29](O[C:29]([O:31][C:32]([CH3:35])([CH3:34])[CH3:33])=[O:30])([O:31][C:32]([CH3:35])([CH3:34])[CH3:33])=[O:30].Cl, predict the reaction product. The product is: [O:19]=[C:14]1[CH2:13][CH2:12][C:11]2[C:16](=[CH:17][CH:18]=[C:9]([C:6]3[CH:5]=[CH:4][C:3]([C:2]([F:1])([F:20])[F:21])=[CH:8][CH:7]=3)[CH:10]=2)[N:15]1[C:29]([O:31][C:32]([CH3:35])([CH3:34])[CH3:33])=[O:30]. (2) Given the reactants C(O[C:4]1[CH:9]=[CH:8][C:7]([S:10]([NH:13][CH:14]2[CH2:19][CH2:18][C:17](=[O:20])[CH2:16][CH2:15]2)(=[O:12])=[O:11])=[CH:6][C:5]=1C)C.[F:22][C:23]([F:35])([F:34])C1C=CC(S(Cl)(=O)=O)=CC=1, predict the reaction product. The product is: [F:22][C:23]([F:35])([F:34])[C:4]1[CH:5]=[CH:6][C:7]([S:10]([NH:13][CH:14]2[CH2:15][CH2:16][C:17](=[O:20])[CH2:18][CH2:19]2)(=[O:11])=[O:12])=[CH:8][CH:9]=1. (3) Given the reactants [Cl:1][C:2]1[CH:11]=[CH:10][C:9]2[O:8][C:7]3([CH3:15])[CH2:12][CH2:13][CH2:14][CH:6]3[C:5](=[CH2:16])[C:4]=2[CH:3]=1.II.[OH-:19].[NH4+:20].C[C:22]#[N:23], predict the reaction product. The product is: [Cl:1][C:2]1[CH:11]=[CH:10][C:9]2[O:8][C:7]3([CH3:15])[CH2:12][CH2:13][CH2:14][CH:6]3[C:5]3([CH2:16][O:19][C:22]([NH2:23])=[N:20]3)[C:4]=2[CH:3]=1. (4) Given the reactants C(OC([N:8]([S:26]([CH2:29]P(OCC)(OCC)=O)(=[O:28])=[O:27])[CH2:9][CH2:10][N:11]([C:19]1[CH:24]=[C:23]([CH3:25])[CH:22]=[CH:21][N:20]=1)[C:12](=[O:18])[O:13][C:14]([CH3:17])([CH3:16])[CH3:15])=O)(C)(C)C.[H-].[Na+].C(O[CH:43](O)[C:44]([F:47])([F:46])[F:45])C, predict the reaction product. The product is: [CH3:25][C:23]1[CH:22]=[CH:21][N:20]=[C:19]([N:11]([CH2:10][CH2:9][NH:8][S:26](/[CH:29]=[CH:43]/[C:44]([F:47])([F:46])[F:45])(=[O:27])=[O:28])[C:12](=[O:18])[O:13][C:14]([CH3:15])([CH3:16])[CH3:17])[CH:24]=1. (5) Given the reactants [CH2:1]([N:8]1[C:13](=[O:14])[C:12]2[N:15]=[CH:16][CH:17]=[CH:18][C:11]=2[N:10]=[C:9]1[CH:19]([NH:22][CH2:23][CH2:24][N:25]([CH3:27])[CH3:26])[CH2:20][CH3:21])[C:2]1[CH:7]=[CH:6][CH:5]=[CH:4][CH:3]=1.[Br:28][C:29]1[CH:37]=[CH:36][C:32]([C:33](Cl)=[O:34])=[CH:31][CH:30]=1, predict the reaction product. The product is: [CH2:1]([N:8]1[C:13](=[O:14])[C:12]2[N:15]=[CH:16][CH:17]=[CH:18][C:11]=2[N:10]=[C:9]1[CH:19]([N:22]([CH2:23][CH2:24][N:25]([CH3:27])[CH3:26])[C:33](=[O:34])[C:32]1[CH:36]=[CH:37][C:29]([Br:28])=[CH:30][CH:31]=1)[CH2:20][CH3:21])[C:2]1[CH:7]=[CH:6][CH:5]=[CH:4][CH:3]=1. (6) Given the reactants [Cl:1][CH2:2][CH2:3][N:4]([CH2:17][CH2:18][Cl:19])[CH2:5][CH2:6][O:7][C:8]1[CH:13]=[CH:12][CH:11]=[C:10]([N+:14]([O-])=O)[CH:9]=1.Cl[Sn]Cl.O.[NH4+].[OH-], predict the reaction product. The product is: [Cl:1][CH2:2][CH2:3][N:4]([CH2:5][CH2:6][O:7][C:8]1[CH:9]=[C:10]([CH:11]=[CH:12][CH:13]=1)[NH2:14])[CH2:17][CH2:18][Cl:19].